This data is from Reaction yield outcomes from USPTO patents with 853,638 reactions. The task is: Predict the reaction yield, written as a fraction of the theoretical maximum amount of product (1.0 means a 100% yield; for example, 0.34 means a 34% yield). (1) The reactants are C([N:8]1[CH2:16][C:15]2[C:10](=[CH:11][CH:12]=[C:13]([CH2:17][OH:18])[CH:14]=2)[CH2:9]1)C1C=CC=CC=1. The catalyst is [Pd].C(O)C. The product is [CH2:9]1[C:10]2[C:15](=[CH:14][C:13]([CH2:17][OH:18])=[CH:12][CH:11]=2)[CH2:16][NH:8]1. The yield is 1.00. (2) The reactants are [Br:1][C:2]1[CH:8]=[C:7]([CH2:9][CH3:10])[C:5](N)=[C:4]([CH2:11][CH3:12])[CH:3]=1.Cl.N([O-])=O.[Na+].C(=O)(O)[O-].[Na+].[Cu][C:24]#[N:25].[C-]#N.[K+]. The catalyst is O.C(Cl)Cl. The product is [Br:1][C:2]1[CH:8]=[C:7]([CH2:9][CH3:10])[C:5]([C:24]#[N:25])=[C:4]([CH2:11][CH3:12])[CH:3]=1. The yield is 0.880. (3) The reactants are [CH:1]([NH:4][C:5]1[CH:10]=[CH:9][CH:8]=[CH:7][C:6]=1[CH2:11][OH:12])([CH3:3])[CH3:2]. The catalyst is C1(C)C=CC=CC=1.[O-2].[O-2].[Mn+4]. The product is [CH:1]([NH:4][C:5]1[CH:10]=[CH:9][CH:8]=[CH:7][C:6]=1[CH:11]=[O:12])([CH3:3])[CH3:2]. The yield is 0.900.